This data is from Ames mutagenicity test results for genotoxicity prediction. The task is: Regression/Classification. Given a drug SMILES string, predict its toxicity properties. Task type varies by dataset: regression for continuous values (e.g., LD50, hERG inhibition percentage) or binary classification for toxic/non-toxic outcomes (e.g., AMES mutagenicity, cardiotoxicity, hepatotoxicity). Dataset: ames. The compound is Cc1nccc2c1[nH]c1cc(O)ccc12. The result is 1 (mutagenic).